From a dataset of Forward reaction prediction with 1.9M reactions from USPTO patents (1976-2016). Predict the product of the given reaction. (1) Given the reactants C(CC[N:5]1[C:9]([C:10]2[CH:11]=[CH:12][C:13]([O:32][C:33]3[CH:38]=[C:37]([CH3:39])[CH:36]=[C:35]([CH3:40])[CH:34]=3)=[C:14]([S:16]([N:19]3[CH2:24][CH2:23][N:22]([C:25]([O:27][C:28]([CH3:31])([CH3:30])[CH3:29])=[O:26])[CH2:21][CH2:20]3)(=[O:18])=[O:17])[CH:15]=2)=[N:8][N:7]=[N:6]1)#N.C1CCN2C(=NCCC2)CC1, predict the reaction product. The product is: [CH3:39][C:37]1[CH:38]=[C:33]([CH:34]=[C:35]([CH3:40])[CH:36]=1)[O:32][C:13]1[CH:12]=[CH:11][C:10]([C:9]2[NH:5][N:6]=[N:7][N:8]=2)=[CH:15][C:14]=1[S:16]([N:19]1[CH2:20][CH2:21][N:22]([C:25]([O:27][C:28]([CH3:31])([CH3:30])[CH3:29])=[O:26])[CH2:23][CH2:24]1)(=[O:17])=[O:18]. (2) Given the reactants [CH3:1][C:2]1[NH:3][CH:4]=[C:5]([CH3:10])[C:6]=1[C:7]([OH:9])=O.[N:11]1([CH2:16][C@@H:17]2[CH2:22][CH2:21][CH2:20][NH:19][CH2:18]2)[CH2:15][CH2:14][CH2:13][CH2:12]1.[CH:23]1[CH:24]=[CH:25][C:26]2[N:31](O)N=N[C:27]=2[CH:28]=1.[CH2:33]([Cl:36])[CH2:34]Cl.[CH2:37]1C[O:40][CH2:39][CH2:38]1, predict the reaction product. The product is: [Cl:36][C:33]1[CH:34]=[CH:5][C:6]([C:28]2[CH:23]=[CH:24][CH:25]=[C:26]3[C:27]=2/[C:38](=[CH:37]/[C:4]2[NH:3][C:2]([CH3:1])=[C:6]([C:7]([N:19]4[CH2:20][CH2:21][CH2:22][C@@H:17]([CH2:16][N:11]5[CH2:15][CH2:14][CH2:13][CH2:12]5)[CH2:18]4)=[O:9])[C:5]=2[CH3:10])/[C:39](=[O:40])[NH:31]3)=[CH:2][CH:1]=1. (3) Given the reactants [NH2:1][C:2]1[CH:3]=[C:4]2[C:9](=[C:10]([C:12]([F:15])([F:14])[F:13])[CH:11]=1)[N:8]=[CH:7][C:6]([C:16]#[N:17])=[C:5]2[NH:18][C:19]1[CH:24]=[CH:23][C:22]([F:25])=[C:21]([Cl:26])[CH:20]=1.CO[C:29]1[N:34]=[C:33]([O:35][CH3:36])[C:32]([CH:37]=O)=[CH:31][N:30]=1.[BH3-]C#N.[Na+].C[CH2:44][OH:45], predict the reaction product. The product is: [Cl:26][C:21]1[CH:20]=[C:19]([NH:18][C:5]2[C:4]3[C:9](=[C:10]([C:12]([F:13])([F:14])[F:15])[CH:11]=[C:2]([NH:1][CH2:37][C:32]4[C:33]([O:35][CH3:36])=[N:34][CH:29]=[N:30][C:31]=4[O:45][CH3:44])[CH:3]=3)[N:8]=[CH:7][C:6]=2[C:16]#[N:17])[CH:24]=[CH:23][C:22]=1[F:25]. (4) Given the reactants [OH:1][C:2]1[CH:3]=[C:4]([CH:7]=[CH:8][CH:9]=1)[CH:5]=[O:6].[H-].[Na+].Cl[CH2:13][CH:14]1[CH2:16][O:15]1, predict the reaction product. The product is: [O:15]1[CH2:16][CH:14]1[CH2:13][O:1][C:2]1[CH:3]=[C:4]([CH:7]=[CH:8][CH:9]=1)[CH:5]=[O:6]. (5) Given the reactants C[O:2][CH:3](OC)[CH2:4][NH:5][C:6]([C:8]1[CH:28]=[CH:27][C:11]2[N:12]([CH3:26])[C:13]([NH:15][C:16]3[S:17][C:18]4[CH:24]=[C:23]([Cl:25])[CH:22]=[CH:21][C:19]=4[N:20]=3)=[N:14][C:10]=2[CH:9]=1)=[O:7], predict the reaction product. The product is: [O:2]=[CH:3][CH2:4][NH:5][C:6]([C:8]1[CH:28]=[CH:27][C:11]2[N:12]([CH3:26])[C:13]([NH:15][C:16]3[S:17][C:18]4[CH:24]=[C:23]([Cl:25])[CH:22]=[CH:21][C:19]=4[N:20]=3)=[N:14][C:10]=2[CH:9]=1)=[O:7]. (6) Given the reactants [OH:1][C:2]1[C:11]2[C:6](=[CH:7][CH:8]=[CH:9][CH:10]=2)[C@@:5]([CH3:17])([CH2:12][CH2:13][CH:14]([CH3:16])[CH3:15])[C:4](=[O:18])[C:3]=1C(OCC)=O.Cl, predict the reaction product. The product is: [OH:1][C:2]1[C:11]2[C:6](=[CH:7][CH:8]=[CH:9][CH:10]=2)[C@@:5]([CH3:17])([CH2:12][CH2:13][CH:14]([CH3:15])[CH3:16])[C:4](=[O:18])[CH:3]=1.